From a dataset of Catalyst prediction with 721,799 reactions and 888 catalyst types from USPTO. Predict which catalyst facilitates the given reaction. (1) Reactant: [OH:1][C@H:2]1[CH2:6][N:5]([C:7]([O:9][C:10]([CH3:13])([CH3:12])[CH3:11])=[O:8])[C@H:4]([C:14](=[O:33])[NH:15][CH2:16][C:17]2[CH:22]=[C:21]([C:23]3[CH:24]=[N:25][C:26]([C:29]([F:32])([F:31])[F:30])=[CH:27][CH:28]=3)[N:20]=[CH:19][N:18]=2)[CH2:3]1.CC(OI1(OC(C)=O)(OC(C)=O)OC(=O)C2C=CC=CC1=2)=O. Product: [O:1]=[C:2]1[CH2:6][N:5]([C:7]([O:9][C:10]([CH3:13])([CH3:11])[CH3:12])=[O:8])[C@H:4]([C:14](=[O:33])[NH:15][CH2:16][C:17]2[CH:22]=[C:21]([C:23]3[CH:24]=[N:25][C:26]([C:29]([F:32])([F:31])[F:30])=[CH:27][CH:28]=3)[N:20]=[CH:19][N:18]=2)[CH2:3]1. The catalyst class is: 4. (2) Reactant: C([O:8][C:9]([C@H:11]1[CH2:15][CH2:14][CH2:13][N:12]1[C:16](=[O:37])[CH2:17][CH2:18][CH2:19][C:20]([N:22]1[CH2:26][CH2:25][CH2:24][C@@H:23]1[C:27]([O:29]CC1C=CC=CC=1)=[O:28])=[O:21])=[O:10])C1C=CC=CC=1. Product: [C:27]([C@H:23]1[CH2:24][CH2:25][CH2:26][N:22]1[C:20](=[O:21])[CH2:19][CH2:18][CH2:17][C:16]([N:12]1[CH2:13][CH2:14][CH2:15][C@@H:11]1[C:9]([OH:10])=[O:8])=[O:37])([OH:29])=[O:28]. The catalyst class is: 29. (3) Reactant: [CH3:1][S:2][C:3]([S:22][CH3:23])=[N:4][CH2:5][C:6]([N:8]1[CH:12]2[CH2:13][CH:14]3[C:17]([CH3:19])([CH3:18])[C:11]2([CH2:16][CH2:15]3)[CH2:10][S:9]1(=[O:21])=[O:20])=[O:7].C([Li])CCC.CCCCCC.CN(P(N(C)C)(N(C)C)=O)C.I[CH2:47][C:48]1[CH:53]=[CH:52][CH:51]=[CH:50][C:49]=1[CH:54]=[CH2:55]. Product: [CH3:23][S:22][C:3]([S:2][CH3:1])=[N:4][CH:5]([CH2:47][C:48]1[CH:53]=[CH:52][CH:51]=[CH:50][C:49]=1[CH:54]=[CH2:55])[C:6]([N:8]1[CH:12]2[CH2:13][CH:14]3[C:17]([CH3:19])([CH3:18])[C:11]2([CH2:16][CH2:15]3)[CH2:10][S:9]1(=[O:20])=[O:21])=[O:7]. The catalyst class is: 7. (4) Reactant: [CH2:1]([O:8][C:9](=[O:14])[NH:10][CH2:11][CH:12]=[CH2:13])[C:2]1[CH:7]=[CH:6][CH:5]=[CH:4][CH:3]=1.C1C=C(Cl)C=C(C(OO)=[O:23])C=1.[OH-].[Na+]. Product: [CH2:1]([O:8][C:9](=[O:14])[NH:10][CH2:11][CH:12]1[CH2:13][O:23]1)[C:2]1[CH:7]=[CH:6][CH:5]=[CH:4][CH:3]=1. The catalyst class is: 2. (5) Reactant: [CH3:1][O:2][C:3]1[C:8]2[O:9][C:10]3[CH:15]=[CH:14][CH:13]=[CH:12][C:11]=3[C:7]=2[CH:6]=[CH:5][CH:4]=1.[S-:16][C:17]#[N:18].[K+]. Product: [CH3:1][O:2][C:3]1[C:8]2[O:9][C:10]3[CH:15]=[CH:14][CH:13]=[CH:12][C:11]=3[C:7]=2[C:6]([C:17](=[S:16])[NH2:18])=[CH:5][CH:4]=1. The catalyst class is: 501. (6) Reactant: [CH2:1]([N:3]1[C:11]([OH:12])=[CH:10][CH:9]=[C:5]([C:6]([OH:8])=O)[CH2:4]1)[CH3:2].S(Cl)(Cl)=O.C(N(CC)CC)C.[F:24][C:25]1[CH:30]=[CH:29][C:28]([CH:31]([C:35]2[CH:40]=[CH:39][C:38]([S:41]([CH3:44])(=[O:43])=[O:42])=[CH:37][CH:36]=2)[CH2:32][CH2:33][NH2:34])=[CH:27][CH:26]=1. Product: [F:24][C:25]1[CH:30]=[CH:29][C:28]([CH:31]([C:35]2[CH:40]=[CH:39][C:38]([S:41]([CH3:44])(=[O:43])=[O:42])=[CH:37][CH:36]=2)[CH2:32][CH2:33][NH:34][C:6]([C:5]2[CH:9]=[CH:10][C:11](=[O:12])[N:3]([CH2:1][CH3:2])[CH:4]=2)=[O:8])=[CH:27][CH:26]=1. The catalyst class is: 46. (7) Reactant: C[O:2][C:3]([C:5]1[CH:6]=[N:7][C:8]([C:11]2[CH:16]=[CH:15][N:14]=[CH:13][CH:12]=2)=[N:9][CH:10]=1)=[O:4].[Li+].[OH-]. Product: [N:14]1[CH:15]=[CH:16][C:11]([C:8]2[N:7]=[CH:6][C:5]([C:3]([OH:4])=[O:2])=[CH:10][N:9]=2)=[CH:12][CH:13]=1. The catalyst class is: 5.